From a dataset of Catalyst prediction with 721,799 reactions and 888 catalyst types from USPTO. Predict which catalyst facilitates the given reaction. (1) Reactant: [NH2:1][C:2]1[CH:7]=[CH:6][CH:5]=[CH:4][C:3]=1[NH:8][C:9]1[S:10][C:11]([CH3:16])=[CH:12][C:13]=1[C:14]#[N:15].Cl. Product: [CH3:16][C:11]1[S:10][C:9]2[NH:8][C:3]3[CH:4]=[CH:5][CH:6]=[CH:7][C:2]=3[N:1]=[C:14]([NH2:15])[C:13]=2[CH:12]=1. The catalyst class is: 32. (2) Reactant: Cl[C:2]1[N:7]2[CH:8]=[CH:9][N:10]=[C:6]2[CH:5]=[C:4]([C:11]2[CH:12]=[N:13][N:14]([CH3:16])[CH:15]=2)[N:3]=1.O.[F:18][CH2:19][CH2:20][C:21]1([N:32]2[CH:36]=[C:35](B3OC(C)(C)C(C)(C)O3)[CH:34]=[N:33]2)[CH2:24][N:23]([C:25]([O:27][C:28]([CH3:31])([CH3:30])[CH3:29])=[O:26])[CH2:22]1.C(=O)([O-])[O-].[K+].[K+]. Product: [F:18][CH2:19][CH2:20][C:21]1([N:32]2[CH:36]=[C:35]([C:2]3[N:7]4[CH:8]=[CH:9][N:10]=[C:6]4[CH:5]=[C:4]([C:11]4[CH:12]=[N:13][N:14]([CH3:16])[CH:15]=4)[N:3]=3)[CH:34]=[N:33]2)[CH2:22][N:23]([C:25]([O:27][C:28]([CH3:30])([CH3:31])[CH3:29])=[O:26])[CH2:24]1. The catalyst class is: 790. (3) Reactant: [Br:1][C:2]1[CH:3]=[C:4]([CH:19]=[C:20]([CH2:22][OH:23])[CH:21]=1)[O:5][CH:6]1[CH2:11][CH2:10][N:9]([C:12]([O:14][C:15]([CH3:18])([CH3:17])[CH3:16])=[O:13])[CH2:8][CH2:7]1.CC(OI1(OC(C)=O)(OC(C)=O)OC(=O)C2C=CC=CC1=2)=O.C([O-])(O)=O.[Na+]. Product: [Br:1][C:2]1[CH:3]=[C:4]([CH:19]=[C:20]([CH:22]=[O:23])[CH:21]=1)[O:5][CH:6]1[CH2:7][CH2:8][N:9]([C:12]([O:14][C:15]([CH3:16])([CH3:17])[CH3:18])=[O:13])[CH2:10][CH2:11]1. The catalyst class is: 2.